From a dataset of Catalyst prediction with 721,799 reactions and 888 catalyst types from USPTO. Predict which catalyst facilitates the given reaction. (1) Reactant: Br[CH2:2][CH:3]1[CH2:5][CH2:4]1.[C:6]1([N:12]2[C:20](=[O:21])[C:19]3[C@@H:18]4[C:22]([CH3:24])([CH3:23])[C@@:15]([CH3:25])([CH2:16][CH2:17]4)[C:14]=3[NH:13]2)[CH:11]=[CH:10][CH:9]=[CH:8][CH:7]=1. Product: [CH:5]1([CH2:4][N:13]2[C:14]3[C@:15]4([CH3:25])[C:22]([CH3:24])([CH3:23])[C@@H:18]([CH2:17][CH2:16]4)[C:19]=3[C:20](=[O:21])[N:12]2[C:6]2[CH:7]=[CH:8][CH:9]=[CH:10][CH:11]=2)[CH2:3][CH2:2]1. The catalyst class is: 711. (2) The catalyst class is: 228. Reactant: [NH2:1][C:2]1[CH:11]=[C:10]2[C:5]([CH2:6][CH2:7][CH:8]([CH2:12]O)[O:9]2)=[CH:4][CH:3]=1.[CH:14]1[C:23]2[C:18](=[CH:19][CH:20]=[CH:21][CH:22]=2)[CH:17]=[CH:16][C:15]=1[S:24](Cl)(=[O:26])=[O:25].[NH2:28][CH2:29][CH2:30][CH2:31][OH:32]. Product: [OH:32][CH2:31][CH2:30][CH2:29][NH:28][CH2:12][CH:8]1[CH2:7][CH2:6][C:5]2[C:10](=[CH:11][C:2]([NH:1][S:24]([C:15]3[CH:16]=[CH:17][C:18]4[C:23](=[CH:22][CH:21]=[CH:20][CH:19]=4)[CH:14]=3)(=[O:26])=[O:25])=[CH:3][CH:4]=2)[O:9]1. (3) Reactant: [CH3:1][O:2][C:3]1[CH:4]=[CH:5][C:6]([CH:18]=O)=[N:7][C:8]=1[C:9]1[CH:14]=[CH:13][C:12]([S:15]([CH3:17])=[O:16])=[CH:11][CH:10]=1.[NH2:20][C:21]1[CH:29]=[CH:28][CH:27]=[C:26]([O:30][CH3:31])[C:22]=1[C:23]([NH2:25])=[O:24].OS([O-])=O.[Na+].O.C1(C)C=CC(S(O)(=O)=O)=CC=1. Product: [CH3:31][O:30][C:26]1[CH:27]=[CH:28][CH:29]=[C:21]2[C:22]=1[C:23](=[O:24])[NH:25][C:18]([C:6]1[CH:5]=[CH:4][C:3]([O:2][CH3:1])=[C:8]([C:9]3[CH:10]=[CH:11][C:12]([S:15]([CH3:17])=[O:16])=[CH:13][CH:14]=3)[N:7]=1)=[N:20]2. The catalyst class is: 80. (4) Reactant: Cl.[NH2:2][CH2:3][C:4]1[CH:13]=[CH:12][C:7]([C:8]([O:10][CH3:11])=[O:9])=[CH:6][CH:5]=1.[C:14](=[O:17])(O)[O-].ClC(Cl)(OC(=O)OC(Cl)(Cl)Cl)Cl.[CH2:30]([NH:34][C:35]1[CH:40]=[CH:39][CH:38]=[CH:37][CH:36]=1)[CH2:31][CH2:32][CH3:33].CCN(CC)CC. Product: [CH2:30]([N:34]([C:35]1[CH:40]=[CH:39][CH:38]=[CH:37][CH:36]=1)[C:14](=[O:17])[NH:2][CH2:3][C:4]1[CH:5]=[CH:6][C:7]([C:8]([O:10][CH3:11])=[O:9])=[CH:12][CH:13]=1)[CH2:31][CH2:32][CH3:33]. The catalyst class is: 2. (5) Product: [Cl:12][C:13]1[CH:23]=[CH:22][C:16]2[C:17]([NH:20][CH3:21])=[N:18][O:19][C:15]=2[C:14]=1[I:25]. Reactant: N12CCCN=C1CCCCC2.[Cl:12][C:13]1[CH:23]=[CH:22][C:16]([C:17]([NH:20][CH3:21])=[N:18][OH:19])=[C:15](F)[C:14]=1[I:25]. The catalyst class is: 1.